From a dataset of Full USPTO retrosynthesis dataset with 1.9M reactions from patents (1976-2016). Predict the reactants needed to synthesize the given product. Given the product [CH2:15]([O:14][S:11]([CH:9]1[CH2:10][C:7](=[C:20]([C:21]([O:23][CH2:24][CH3:25])=[O:22])[C:19]([O:27][CH2:28][CH3:29])=[O:26])[CH2:8]1)(=[O:13])=[O:12])[CH2:16][CH2:17][CH3:18], predict the reactants needed to synthesize it. The reactants are: C(Cl)(Cl)(Cl)Cl.O=[C:7]1[CH2:10][CH:9]([S:11]([O:14][CH2:15][CH2:16][CH2:17][CH3:18])(=[O:13])=[O:12])[CH2:8]1.[C:19]([O:27][CH2:28][CH3:29])(=[O:26])[CH2:20][C:21]([O:23][CH2:24][CH3:25])=[O:22].N1C=CC=CC=1.